This data is from Reaction yield outcomes from USPTO patents with 853,638 reactions. The task is: Predict the reaction yield, written as a fraction of the theoretical maximum amount of product (1.0 means a 100% yield; for example, 0.34 means a 34% yield). (1) The reactants are [CH2:1]1[C:9]2[C:4](=[CH:5][CH:6]=[CH:7][CH:8]=2)[CH:3]=[CH:2]1.[Li:10]CCCC. The catalyst is CCCCCCC. The product is [CH:1]1([Li:10])[C:9]2[C:4](=[CH:5][CH:6]=[CH:7][CH:8]=2)[CH:3]=[CH:2]1. The yield is 0.990. (2) The reactants are [CH3:1][O:2][C:3](=[O:34])[C:4]([CH3:33])([CH3:32])[CH:5]([CH:29]1[CH2:31][CH2:30]1)[NH:6][C:7]([C:9]1[C:17]2[C:12](=[N:13][CH:14]=[C:15]([CH:18]3[CH2:20][CH2:19]3)[N:16]=2)[N:11](COCC[Si](C)(C)C)[CH:10]=1)=[O:8].C(O)(C(F)(F)F)=O. The catalyst is C(Cl)Cl. The product is [CH3:1][O:2][C:3](=[O:34])[C:4]([CH3:32])([CH3:33])[CH:5]([CH:29]1[CH2:31][CH2:30]1)[NH:6][C:7]([C:9]1[C:17]2[C:12](=[N:13][CH:14]=[C:15]([CH:18]3[CH2:19][CH2:20]3)[N:16]=2)[NH:11][CH:10]=1)=[O:8]. The yield is 0.700. (3) The reactants are [NH2:1][C:2]1[C:3]([C:19]#[N:20])=[C:4]([CH:16]=[CH:17][CH:18]=1)[O:5][CH2:6][C:7]([CH3:15])([CH3:14])[C:8]([NH:10][CH2:11][CH2:12][CH3:13])=[O:9].[C:21]([O:27][CH2:28][CH3:29])(=[O:26])[CH2:22][C:23]([CH3:25])=O.Cl[Sn](Cl)(Cl)Cl. The catalyst is C1(C)C=CC=CC=1. The product is [CH2:28]([O:27][C:21]([C:22]1[C:23]([CH3:25])=[N:1][C:2]2[C:3]([C:19]=1[NH2:20])=[C:4]([O:5][CH2:6][C:7]([CH3:15])([CH3:14])[C:8](=[O:9])[NH:10][CH2:11][CH2:12][CH3:13])[CH:16]=[CH:17][CH:18]=2)=[O:26])[CH3:29]. The yield is 0.840. (4) The reactants are [F:1][C:2]1[N:7]=[CH:6][C:5]([CH:8]([OH:13])[CH2:9][CH2:10][CH:11]=[CH2:12])=[CH:4][CH:3]=1.ClC1C=C(C=CC=1)C(OO)=[O:19]. The catalyst is C(Cl)Cl. The product is [F:1][C:2]1[N:7]=[CH:6][C:5]([CH:8]2[O:13][CH:11]([CH2:12][OH:19])[CH2:10][CH2:9]2)=[CH:4][CH:3]=1. The yield is 0.660. (5) The reactants are Br[C:2]1[C:11]2[C:6](=[CH:7][C:8]([O:12][CH2:13][CH2:14][S:15][CH3:16])=[CH:9][CH:10]=2)[C:5](=[O:17])[N:4]([CH:18]([CH3:20])[CH3:19])[N:3]=1.CC(C)([O-])C.[Na+].[NH2:27][C:28]1[CH:32]=[C:31]([CH3:33])[NH:30][N:29]=1.C(P(C(C)(C)C)C1C=CC=CC=1C1C=CC=CC=1)(C)(C)C. The catalyst is C1C=CC(/C=C/C(/C=C/C2C=CC=CC=2)=O)=CC=1.C1C=CC(/C=C/C(/C=C/C2C=CC=CC=2)=O)=CC=1.C1C=CC(/C=C/C(/C=C/C2C=CC=CC=2)=O)=CC=1.[Pd].[Pd].C(OCC)C. The product is [CH:18]([N:4]1[N:3]=[C:2]([NH:27][C:28]2[CH:32]=[C:31]([CH3:33])[NH:30][N:29]=2)[C:11]2[C:6](=[CH:7][C:8]([O:12][CH2:13][CH2:14][S:15][CH3:16])=[CH:9][CH:10]=2)[C:5]1=[O:17])([CH3:20])[CH3:19]. The yield is 0.0700. (6) The reactants are C([N-]C(C)C)(C)C.[Li+].[O:9]=[C:10]1[CH2:15][CH2:14][CH2:13][CH2:12][N:11]1[C:16]([O:18][C:19]([CH3:22])([CH3:21])[CH3:20])=[O:17].[C:23]([N:42]1[CH:46]=[C:45]([CH:47]=[O:48])[N:44]=[CH:43]1)([C:36]1[CH:41]=[CH:40][CH:39]=[CH:38][CH:37]=1)([C:30]1[CH:35]=[CH:34][CH:33]=[CH:32][CH:31]=1)[C:24]1[CH:29]=[CH:28][CH:27]=[CH:26][CH:25]=1.[Cl-].[NH4+]. The catalyst is O1CCCC1. The product is [OH:48][CH:47]([C:45]1[N:44]=[CH:43][N:42]([C:23]([C:24]2[CH:29]=[CH:28][CH:27]=[CH:26][CH:25]=2)([C:30]2[CH:31]=[CH:32][CH:33]=[CH:34][CH:35]=2)[C:36]2[CH:41]=[CH:40][CH:39]=[CH:38][CH:37]=2)[CH:46]=1)[CH:15]1[CH2:14][CH2:13][CH2:12][N:11]([C:16]([O:18][C:19]([CH3:22])([CH3:21])[CH3:20])=[O:17])[C:10]1=[O:9]. The yield is 0.990.